The task is: Predict the product of the given reaction.. This data is from Forward reaction prediction with 1.9M reactions from USPTO patents (1976-2016). (1) Given the reactants C[O:2][C:3](=[O:51])[CH2:4][C@H:5]([OH:50])[CH2:6][C@H:7]([OH:49])[CH:8]=[CH:9][C:10]1[N:11]([CH:46]([CH3:48])[CH3:47])[C:12]([C:29](=[O:45])[NH:30][C:31]2[CH:36]=[CH:35][C:34]([O:37][CH2:38][C:39]3[CH:44]=[CH:43][CH:42]=[CH:41][CH:40]=3)=[CH:33][CH:32]=2)=[C:13]([C:22]2[CH:27]=[CH:26][C:25]([F:28])=[CH:24][CH:23]=2)[C:14]=1[C:15]1[CH:20]=[CH:19][C:18]([F:21])=[CH:17][CH:16]=1.C(O)C.O.[OH-].[Na+:57], predict the reaction product. The product is: [Na+:57].[CH2:38]([O:37][C:34]1[CH:33]=[CH:32][C:31]([NH:30][C:29]([C:12]2[N:11]([CH:46]([CH3:48])[CH3:47])[C:10]([CH2:9][CH2:8][C@H:7]([OH:49])[CH2:6][C@@H:5]([OH:50])[CH2:4][C:3]([O-:51])=[O:2])=[C:14]([C:15]3[CH:16]=[CH:17][C:18]([F:21])=[CH:19][CH:20]=3)[C:13]=2[C:22]2[CH:23]=[CH:24][C:25]([F:28])=[CH:26][CH:27]=2)=[O:45])=[CH:36][CH:35]=1)[C:39]1[CH:40]=[CH:41][CH:42]=[CH:43][CH:44]=1. (2) Given the reactants C([Ge:3](CC)(C=C)C=C)C.[C:10]([C:12]1([O:18][Si:19]([CH3:22])([CH3:21])[CH3:20])[CH2:17][CH2:16][CH2:15][CH2:14][CH2:13]1)#[CH:11].[C:23]1([CH3:29])[CH:28]=[CH:27]C=[CH:25][CH:24]=1, predict the reaction product. The product is: [CH2:24]([C:23]([CH2:28][CH3:27])=[CH:29][GeH2:3][C:11]#[C:10][C:12]1([O:18][Si:19]([CH3:20])([CH3:22])[CH3:21])[CH2:17][CH2:16][CH2:15][CH2:14][CH2:13]1)[CH3:25]. (3) The product is: [CH:9]1([N:5]2[C:24]([CH2:23][O:22][CH3:21])=[C:25]([C:26]([O:28][CH3:29])=[O:27])[CH:7]=[N:6]2)[CH2:8][CH2:16][CH2:14][CH2:15][CH2:10]1. Given the reactants C([N:5]1[C:9]([C:10]2[CH:15]=[CH:14]N=CC=2)=[C:8]([C:16](OCC)=O)[CH:7]=[N:6]1)C(C)C.[CH3:21][O:22][CH2:23][C:24](=O)[CH2:25][C:26]([O:28][CH3:29])=[O:27].Cl.C1(NN)CCCCC1, predict the reaction product. (4) Given the reactants [CH3:1][O:2][C:3]1[C:8]([CH:9]([C:11]2[CH:16]=[CH:15][C:14](OC)=[CH:13][CH:12]=2)[OH:10])=[C:7]([CH3:19])[CH:6]=[C:5]([O:20][CH3:21])[N:4]=1.C[C:23](OI1(OC(C)=O)(OC(C)=O)OC(=O)C2C=CC=CC1=2)=[O:24].C(=O)(O)[O-].[Na+].S([O-])([O-])(=O)=S.[Na+].[Na+], predict the reaction product. The product is: [CH3:23][O:24][C:16]1[CH:15]=[CH:14][CH:13]=[CH:12][C:11]=1[C:9]([C:8]1[C:3]([O:2][CH3:1])=[N:4][C:5]([O:20][CH3:21])=[CH:6][C:7]=1[CH3:19])=[O:10]. (5) Given the reactants Cl.[N:2]12[CH2:9][CH2:8][CH:5]([CH2:6][CH2:7]1)[C@@H:4]([NH:10][C:11]([C:13]1[S:14][C:15]3[CH:21]=[C:20]([NH2:22])[CH:19]=[CH:18][C:16]=3[CH:17]=1)=[O:12])[CH2:3]2.C(N([CH2:28][CH3:29])CC)C.[C:30]1([S:36]([Cl:39])(=[O:38])=[O:37])[CH:35]=[CH:34][CH:33]=[CH:32][CH:31]=1, predict the reaction product. The product is: [ClH:39].[N:2]12[CH2:7][CH2:6][CH:5]([CH2:8][CH2:9]1)[C@@H:4]([NH:10][C:11]([C:13]1[S:14][C:15]3[CH:21]=[C:20]([N:22]([S:36]([C:29]4[CH:28]=[CH:32][CH:31]=[CH:30][CH:35]=4)(=[O:38])=[O:37])[S:36]([C:30]4[CH:35]=[CH:34][CH:33]=[CH:32][CH:31]=4)(=[O:38])=[O:37])[CH:19]=[CH:18][C:16]=3[CH:17]=1)=[O:12])[CH2:3]2.